Predict the product of the given reaction. From a dataset of Forward reaction prediction with 1.9M reactions from USPTO patents (1976-2016). (1) Given the reactants [Cl:1][C:2]1[C:10]([F:11])=[CH:9][C:5]([C:6](Cl)=[O:7])=[C:4]([F:12])[CH:3]=1.Cl.[F:14][C:15]([F:20])([F:19])[C@H:16]([NH2:18])[CH3:17].C([O-])(O)=O.[Na+], predict the reaction product. The product is: [Cl:1][C:2]1[C:10]([F:11])=[CH:9][C:5]([C:6]([NH:18][C@H:16]([CH3:17])[C:15]([F:20])([F:19])[F:14])=[O:7])=[C:4]([F:12])[CH:3]=1. (2) Given the reactants [NH2:1][C:2]1[CH:3]=[CH:4][C:5]([CH:13]2[CH2:18][CH2:17][C:16](=[O:19])[CH2:15][CH2:14]2)=[C:6]2[C:10]=1[C:9](=[O:11])[N:8]([CH3:12])[CH2:7]2.[BH4-].[Na+], predict the reaction product. The product is: [NH2:1][C:2]1[CH:3]=[CH:4][C:5]([C@H:13]2[CH2:18][CH2:17][C@@H:16]([OH:19])[CH2:15][CH2:14]2)=[C:6]2[C:10]=1[C:9](=[O:11])[N:8]([CH3:12])[CH2:7]2. (3) Given the reactants [O:1]1[CH2:5][CH2:4][CH:3]([CH2:6][NH:7][C:8](=[O:17])[O:9][CH2:10][C:11]2[CH:16]=[CH:15][CH:14]=[CH:13][CH:12]=2)[CH2:2]1, predict the reaction product. The product is: [O:1]1[CH2:5][CH2:4][C@H:3]([CH2:6][NH:7][C:8](=[O:17])[O:9][CH2:10][C:11]2[CH:16]=[CH:15][CH:14]=[CH:13][CH:12]=2)[CH2:2]1.[O:1]1[CH2:5][CH2:4][C@@H:3]([CH2:6][NH:7][C:8](=[O:17])[O:9][CH2:10][C:11]2[CH:16]=[CH:15][CH:14]=[CH:13][CH:12]=2)[CH2:2]1. (4) The product is: [O:32]=[S:27]1(=[O:33])[CH2:31][CH2:30][CH2:29][N:28]1[C:2]1[CH:3]=[CH:4][C:5]([C:10]([N:12]2[CH2:17][CH2:16][N:15]([C:18]3[C:23]([CH3:24])=[CH:22][C:21]([CH3:25])=[C:20]([CH3:26])[N:19]=3)[CH2:14][CH2:13]2)=[O:11])=[C:6]([CH:9]=1)[C:7]#[N:8]. Given the reactants Br[C:2]1[CH:3]=[CH:4][C:5]([C:10]([N:12]2[CH2:17][CH2:16][N:15]([C:18]3[C:23]([CH3:24])=[CH:22][C:21]([CH3:25])=[C:20]([CH3:26])[N:19]=3)[CH2:14][CH2:13]2)=[O:11])=[C:6]([CH:9]=1)[C:7]#[N:8].[S:27]1(=[O:33])(=[O:32])[CH2:31][CH2:30][CH2:29][NH:28]1, predict the reaction product. (5) Given the reactants Br[C:2]1[C:3]([F:17])=[C:4]([C:8]2[N:13]=[C:12]([C:14]([NH2:16])=[O:15])[CH:11]=[CH:10][N:9]=2)[CH:5]=[CH:6][CH:7]=1.[C:18]([C@:20]1([OH:27])[CH2:24][CH2:23][N:22]([CH3:25])[C:21]1=[O:26])#[CH:19], predict the reaction product. The product is: [F:17][C:3]1[C:2]([C:19]#[C:18][C@:20]2([OH:27])[CH2:24][CH2:23][N:22]([CH3:25])[C:21]2=[O:26])=[CH:7][CH:6]=[CH:5][C:4]=1[C:8]1[N:13]=[C:12]([C:14]([NH2:16])=[O:15])[CH:11]=[CH:10][N:9]=1.